Dataset: Catalyst prediction with 721,799 reactions and 888 catalyst types from USPTO. Task: Predict which catalyst facilitates the given reaction. (1) Reactant: [Br:1][C:2]1[C:18]([OH:19])=[CH:17][C:5]2[CH2:6][CH2:7][N:8]([C:11](=[O:16])[C:12]([F:15])([F:14])[F:13])[CH2:9][CH2:10][C:4]=2[CH:3]=1.C1C(=O)N([I:27])C(=O)C1. Product: [Br:1][C:2]1[C:18]([OH:19])=[C:17]([I:27])[C:5]2[CH2:6][CH2:7][N:8]([C:11](=[O:16])[C:12]([F:15])([F:14])[F:13])[CH2:9][CH2:10][C:4]=2[CH:3]=1. The catalyst class is: 67. (2) Reactant: [F:1][C:2]1[CH:3]=[C:4]([SH:9])[CH:5]=[CH:6][C:7]=1[F:8].[CH2:10](I)[CH3:11].C([O-])([O-])=O.[K+].[K+].O. Product: [F:1][C:2]1[CH:3]=[C:4]([S:9][CH2:10][CH3:11])[CH:5]=[CH:6][C:7]=1[F:8]. The catalyst class is: 3. (3) Reactant: Br[CH2:2][CH2:3][S:4](Cl)(=[O:6])=[O:5].[CH3:8][O:9][CH2:10][CH2:11][CH2:12][NH2:13].C(N(CC)CC)C. Product: [CH3:8][O:9][CH2:10][CH2:11][CH2:12][NH:13][S:4]([CH:3]=[CH2:2])(=[O:6])=[O:5]. The catalyst class is: 4. (4) Reactant: [Br:1][C:2]1[CH:3]=[N:4][CH:5]=[C:6](F)[CH:7]=1.[NH:9]1[CH:13]=[C:12]([C:14](=[O:16])[CH3:15])[CH:11]=[N:10]1.C([O-])([O-])=O.[Cs+].[Cs+]. Product: [Br:1][C:2]1[CH:7]=[C:6]([N:9]2[CH:13]=[C:12]([C:14](=[O:16])[CH3:15])[CH:11]=[N:10]2)[CH:5]=[N:4][CH:3]=1. The catalyst class is: 18.